From a dataset of Reaction yield outcomes from USPTO patents with 853,638 reactions. Predict the reaction yield, written as a fraction of the theoretical maximum amount of product (1.0 means a 100% yield; for example, 0.34 means a 34% yield). (1) The reactants are [C:1](Cl)(=[O:4])[O:2][CH3:3].[NH2:6][CH2:7][CH2:8][O:9][CH:10]([C:21]1[CH:22]=[C:23]([CH3:27])[CH:24]=[CH:25][CH:26]=1)[C:11]1[CH:12]=[C:13]([CH:18]=[CH:19][CH:20]=1)[C:14]([O:16][CH3:17])=[O:15].CCN(CC)CC.O. The catalyst is C1COCC1.C(Cl)Cl. The product is [CH3:3][O:2][C:1]([NH:6][CH2:7][CH2:8][O:9][CH:10]([C:21]1[CH:22]=[C:23]([CH3:27])[CH:24]=[CH:25][CH:26]=1)[C:11]1[CH:12]=[C:13]([CH:18]=[CH:19][CH:20]=1)[C:14]([O:16][CH3:17])=[O:15])=[O:4]. The yield is 0.340. (2) The yield is 0.780. The catalyst is C(Cl)Cl.C1COCC1. The product is [I:15][C:4]1[C:3]([C:1]#[N:2])=[C:7]([S:27]([CH3:16])(=[O:30])=[O:28])[S:6][C:5]=1[C:10]([O:12][CH2:13][CH3:14])=[O:11]. The reactants are [C:1]([C:3]1[C:4]([I:15])=[C:5]([C:10]([O:12][CH2:13][CH3:14])=[O:11])[S:6][C:7]=1SC)#[N:2].[CH:16]1C=C(Cl)C=C(C(OO)=O)C=1.[S:27]([O-:30])([O-])=[O:28].[Na+].[Na+].C(=O)([O-])[O-].[K+].[K+]. (3) The catalyst is CO.Cl.[Pd]. The reactants are [NH2:1][C:2]1[N:7]=[C:6]([NH:8][C:9]2[CH:23]=[CH:22][C:12]([CH2:13][C:14]3[CH:19]=[CH:18][N:17]=[C:16]([C:20]#[N:21])[CH:15]=3)=[CH:11][CH:10]=2)[CH:5]=[C:4]([C:24]2[CH:29]=[CH:28][CH:27]=[CH:26][CH:25]=2)[N:3]=1. The product is [NH2:21][CH2:20][C:16]1[CH:15]=[C:14]([CH2:13][C:12]2[CH:11]=[CH:10][C:9]([NH:8][C:6]3[CH:5]=[C:4]([C:24]4[CH:25]=[CH:26][CH:27]=[CH:28][CH:29]=4)[N:3]=[C:2]([NH2:1])[N:7]=3)=[CH:23][CH:22]=2)[CH:19]=[CH:18][N:17]=1. The yield is 0.110. (4) The reactants are [O:1]1[C:5]2[CH:6]=[CH:7][C:8]([C:10]3([C:13]([NH:15][C:16]4[CH:17]=[CH:18][C:19]([CH2:33][OH:34])=[C:20]([C:22]5[CH:27]=[CH:26][C:25]([C:28]([N:30]([CH3:32])[CH3:31])=[O:29])=[CH:24][CH:23]=5)[CH:21]=4)=[O:14])[CH2:12][CH2:11]3)=[CH:9][C:4]=2[O:3][CH2:2]1.[C:35]1(C)[CH:40]=CC(S(O)(=O)=O)=C[CH:36]=1. The catalyst is C(O)(C)C. The product is [O:1]1[C:5]2[CH:6]=[CH:7][C:8]([C:10]3([C:13]([NH:15][C:16]4[CH:17]=[CH:18][C:19]([CH2:33][O:34][CH:35]([CH3:40])[CH3:36])=[C:20]([C:22]5[CH:27]=[CH:26][C:25]([C:28]([N:30]([CH3:31])[CH3:32])=[O:29])=[CH:24][CH:23]=5)[CH:21]=4)=[O:14])[CH2:11][CH2:12]3)=[CH:9][C:4]=2[O:3][CH2:2]1. The yield is 0.440. (5) The reactants are [CH2:1]([N:3]1[C:12]2[C:7](=[CH:8][C:9]([CH3:26])=[C:10]([C:13]3[CH:14]=[C:15]([CH:18]=[CH:19][C:20]=3[O:21][C:22]([F:25])([F:24])[F:23])[CH:16]=[O:17])[CH:11]=2)[C:6]([CH3:28])([CH3:27])[CH2:5][C:4]1=[O:29])[CH3:2].[CH3:30][Mg]Br.CCOCC.CC(OI1(OC(C)=O)(OC(C)=O)OC(=O)C2C=CC=CC1=2)=O. The catalyst is C1COCC1.ClCCl. The product is [C:16]([C:15]1[CH:18]=[CH:19][C:20]([O:21][C:22]([F:23])([F:24])[F:25])=[C:13]([C:10]2[CH:11]=[C:12]3[C:7]([C:6]([CH3:28])([CH3:27])[CH2:5][C:4](=[O:29])[N:3]3[CH2:1][CH3:2])=[CH:8][C:9]=2[CH3:26])[CH:14]=1)(=[O:17])[CH3:30]. The yield is 0.750. (6) The reactants are CN(C)S([N:6]1[CH:10]=[C:9]([CH:11]([C:13]2[CH:18]=[CH:17][CH:16]=[C:15]([F:19])[C:14]=2[F:20])[CH3:12])[N:8]=[C:7]1[Si](C(C)(C)C)(C)C)(=O)=O.N. The catalyst is Cl. The product is [F:20][C:14]1[C:15]([F:19])=[CH:16][CH:17]=[CH:18][C:13]=1[CH:11]([C:9]1[N:8]=[CH:7][NH:6][CH:10]=1)[CH3:12]. The yield is 0.470.